Dataset: Forward reaction prediction with 1.9M reactions from USPTO patents (1976-2016). Task: Predict the product of the given reaction. (1) Given the reactants [CH3:1][O:2][C:3]([CH:5]1[C:11](=O)[CH2:10][CH:9]([C:13]([O:15][CH3:16])=[O:14])[C:7](=O)[CH2:6]1)=[O:4].[Cl:17][C:18]1[CH:24]=[CH:23][C:21]([NH2:22])=[CH:20][CH:19]=1.[ClH:25], predict the reaction product. The product is: [Cl:17][C:18]1[CH:24]=[CH:23][C:21]([NH:22][C:7]2[CH2:6][C:5]([C:3]([O:2][CH3:1])=[O:4])=[C:11]([NH:22][C:21]3[CH:23]=[CH:24][C:18]([Cl:25])=[CH:19][CH:20]=3)[CH2:10][C:9]=2[C:13]([O:15][CH3:16])=[O:14])=[CH:20][CH:19]=1. (2) Given the reactants CO[C:3]([C:5]1C(=O)[N:9]([C:12]2[C:13](=[O:33])[O:14][C:15]3[C:20]([CH:21]=2)=[CH:19][C:18]([N:22]2[C:26](=[O:27])[C:25]([C:28](OC)=O)=[CH:24][C:23]2=O)=[CH:17][CH:16]=3)[C:7](=[O:8])[CH:6]=1)=O.[CH2:34]([SH:36])[CH3:35].C[S:38]([CH3:40])=O, predict the reaction product. The product is: [CH2:5]([CH:6]1[C:7](=[O:8])[N:9]([C:12]2[C:13](=[O:33])[O:14][C:15]3[C:20]([CH:21]=2)=[CH:19][C:18]([N:22]2[C:26](=[O:27])[CH:25]([CH2:24][CH3:23])[CH2:28][C:40]2=[S:38])=[CH:17][CH:16]=3)[C:34](=[S:36])[CH2:35]1)[CH3:3]. (3) Given the reactants S([O:8][S:9]([C:12]([F:15])([F:14])[F:13])(=[O:11])=[O:10])(C(F)(F)F)(=O)=O.[CH2:16]([NH:23][CH2:24][CH2:25]O)[C:17]1[CH:22]=[CH:21][CH:20]=[CH:19][CH:18]=1.C(N(C(C)C)CC)(C)C, predict the reaction product. The product is: [CH2:16]([N:23]([S:9]([C:12]([F:15])([F:14])[F:13])(=[O:10])=[O:8])[CH2:24][CH2:25][O:8][S:9]([C:12]([F:13])([F:14])[F:15])(=[O:10])=[O:11])[C:17]1[CH:22]=[CH:21][CH:20]=[CH:19][CH:18]=1. (4) Given the reactants [F:1][C:2]1[CH:7]=[CH:6][CH:5]=[CH:4][C:3]=1[C:8]1[C:16]2[C:11](=[CH:12][N:13]=[C:14]([C:17]3[N:21](C4CCCCO4)[CH:20]=[N:19][CH:18]=3)[CH:15]=2)[N:10](C2CCCCO2)[N:9]=1.O1CCOCC1.Cl, predict the reaction product. The product is: [F:1][C:2]1[CH:7]=[CH:6][CH:5]=[CH:4][C:3]=1[C:8]1[C:16]2[C:11](=[CH:12][N:13]=[C:14]([C:17]3[NH:21][CH:20]=[N:19][CH:18]=3)[CH:15]=2)[NH:10][N:9]=1. (5) Given the reactants [NH2:1][C:2]1[CH:10]=[C:9]2[C:5]([C:6]([F:14])([F:13])[O:7][C:8]2([F:12])[F:11])=[CH:4][C:3]=1[OH:15].[Cl:16][C:17]1[CH:25]=[N:24][CH:23]=[CH:22][C:18]=1[C:19](O)=[O:20].CCN=C=NCCCN(C)C.N1C=CC=CC=1, predict the reaction product. The product is: [Cl:16][C:17]1[CH:25]=[N:24][CH:23]=[CH:22][C:18]=1[C:19]([NH:1][C:2]1[CH:10]=[C:9]2[C:5](=[CH:4][C:3]=1[OH:15])[C:6]([F:14])([F:13])[O:7][C:8]2([F:11])[F:12])=[O:20]. (6) Given the reactants [NH2:1][C:2]1[CH:7]=[CH:6][CH:5]=[CH:4][C:3]=1[NH:8][C:9](=[O:28])[C:10]1[CH:15]=[CH:14][C:13]([CH2:16][N:17]2[CH2:25][C:24]3[C:19](=[CH:20][CH:21]=[CH:22][C:23]=3Br)[C:18]2=[O:27])=[CH:12][CH:11]=1.[C:29]([NH:32][C:33]1[CH:34]=[C:35](B(O)O)[CH:36]=[CH:37][CH:38]=1)(=[O:31])[CH3:30], predict the reaction product. The product is: [NH2:1][C:2]1[CH:7]=[CH:6][CH:5]=[CH:4][C:3]=1[NH:8][C:9](=[O:28])[C:10]1[CH:15]=[CH:14][C:13]([CH2:16][N:17]2[CH2:25][C:24]3[C:19](=[CH:20][CH:21]=[CH:22][C:23]=3[C:37]3[CH:36]=[CH:35][CH:34]=[C:33]([NH:32][C:29](=[O:31])[CH3:30])[CH:38]=3)[C:18]2=[O:27])=[CH:12][CH:11]=1.